Dataset: Peptide-MHC class I binding affinity with 185,985 pairs from IEDB/IMGT. Task: Regression. Given a peptide amino acid sequence and an MHC pseudo amino acid sequence, predict their binding affinity value. This is MHC class I binding data. (1) The peptide sequence is FTRYRKEAI. The MHC is HLA-B48:01 with pseudo-sequence HLA-B48:01. The binding affinity (normalized) is 0.0847. (2) The peptide sequence is EVMPEKRNVV. The MHC is HLA-A02:06 with pseudo-sequence HLA-A02:06. The binding affinity (normalized) is 0.131. (3) The peptide sequence is PDPPTNTPEA. The MHC is Mamu-B01 with pseudo-sequence Mamu-B01. The binding affinity (normalized) is 0. (4) The peptide sequence is VPWQEKTAS. The MHC is HLA-B27:05 with pseudo-sequence HLA-B27:05. The binding affinity (normalized) is 0.0847. (5) The peptide sequence is APIEHIASM. The MHC is HLA-B15:01 with pseudo-sequence HLA-B15:01. The binding affinity (normalized) is 0.0847. (6) The peptide sequence is NRLKPRDFK. The MHC is HLA-B48:01 with pseudo-sequence HLA-B48:01. The binding affinity (normalized) is 0.0847. (7) The peptide sequence is SPAIFQYTM. The MHC is Mamu-B1001 with pseudo-sequence Mamu-B1001. The binding affinity (normalized) is 0.567.